This data is from Full USPTO retrosynthesis dataset with 1.9M reactions from patents (1976-2016). The task is: Predict the reactants needed to synthesize the given product. Given the product [ClH:25].[O:1]1[C:5]2[CH:6]=[CH:7][C:8]([CH:10]([N:12]3[CH2:17][CH2:16][NH:15][CH2:14][CH2:13]3)[CH3:11])=[CH:9][C:4]=2[O:3][CH2:2]1, predict the reactants needed to synthesize it. The reactants are: [O:1]1[C:5]2[CH:6]=[CH:7][C:8]([CH:10]([N:12]3[CH2:17][CH2:16][N:15](C(OC(C)(C)C)=O)[CH2:14][CH2:13]3)[CH3:11])=[CH:9][C:4]=2[O:3][CH2:2]1.[ClH:25].